From a dataset of Forward reaction prediction with 1.9M reactions from USPTO patents (1976-2016). Predict the product of the given reaction. (1) Given the reactants [CH3:1][C:2]1[S:6][C:5]([C:7]([O:9]C)=[O:8])=[CH:4][C:3]=1[C:11]1[N:15]([CH3:16])[N:14]=[CH:13][CH:12]=1.[Br:17]N1C(=O)CCC1=O.[OH-].[Na+], predict the reaction product. The product is: [Br:17][C:12]1[CH:13]=[N:14][N:15]([CH3:16])[C:11]=1[C:3]1[CH:4]=[C:5]([C:7]([OH:9])=[O:8])[S:6][C:2]=1[CH3:1]. (2) Given the reactants [C:1](=[S:12])([S:7][CH2:8][C:9]([OH:11])=O)SCC(O)=O.C(=O)([O-])[O-].[K+].[K+].[CH2:19]([NH2:26])[C:20]1[CH:25]=[CH:24][CH:23]=[CH:22][CH:21]=1, predict the reaction product. The product is: [CH2:19]([N:26]1[C:9](=[O:11])[CH2:8][S:7][C:1]1=[S:12])[C:20]1[CH:25]=[CH:24][CH:23]=[CH:22][CH:21]=1. (3) Given the reactants C([O:5]C)(C)(C)C.[CH3:7][O:8][C:9]1[CH:10]=[CH:11][CH:12]=[CH:13][C:14]=1[O:15][CH2:16][CH2:17][NH:18][CH2:19][CH:20]([OH:36])[CH2:21][O:22][C:23]1[CH:24]=[CH:25][CH:26]=[C:27]2[NH:35][C:34]3[CH:33]=[CH:32][CH:31]=[CH:30][C:29]=3[C:28]=12.[P:37](=[O:41])([OH:40])([OH:39])[OH:38], predict the reaction product. The product is: [CH3:7][O:8][C:9]1[C:14]([O:15][CH2:16][CH2:17][NH:18][CH2:19][CH:20]([OH:36])[CH2:21][O:22][C:23]2[C:28]3[C:29]4[C:34]([NH:35][C:27]=3[CH:26]=[CH:25][CH:24]=2)=[CH:33][CH:32]=[CH:31][CH:30]=4)=[CH:13][CH:12]=[CH:11][CH:10]=1.[CH3:7][O:8][C:9]1[C:14]([O:15][CH2:16][CH2:17][NH:18][CH2:19][CH:20]([OH:36])[CH2:21][O:22][C:23]2[C:28]3[C:29]4[C:34]([NH:35][C:27]=3[CH:26]=[CH:25][CH:24]=2)=[CH:33][CH:32]=[CH:31][CH:30]=4)=[CH:13][CH:12]=[CH:11][CH:10]=1.[OH2:5].[OH:39][P:37]([OH:41])([OH:40])=[O:38].[OH:39][P:37]([OH:41])([OH:40])=[O:38]. (4) The product is: [Cl:1][C:2]1[CH:3]=[CH:4][C:5]2[N:11]3[CH:12]=[CH:13][CH:14]=[C:10]3[C@H:9]([CH2:15][C:16]([NH:18][C:19]3[CH:20]=[CH:21][C:22]([CH2:25][C:26]([OH:28])=[O:27])=[CH:23][CH:24]=3)=[O:17])[O:8][C@@H:7]([C:31]3[CH:36]=[CH:35][CH:34]=[C:33]([O:37][CH3:38])[C:32]=3[O:39][CH3:40])[C:6]=2[CH:41]=1. Given the reactants [Cl:1][C:2]1[CH:3]=[CH:4][C:5]2[N:11]3[CH:12]=[CH:13][CH:14]=[C:10]3[C@H:9]([CH2:15][C:16]([NH:18][C:19]3[CH:24]=[CH:23][C:22]([CH2:25][C:26]([O:28]CC)=[O:27])=[CH:21][CH:20]=3)=[O:17])[O:8][C@@H:7]([C:31]3[CH:36]=[CH:35][CH:34]=[C:33]([O:37][CH3:38])[C:32]=3[O:39][CH3:40])[C:6]=2[CH:41]=1.C(=O)([O-])[O-].[K+].[K+].Cl.C(OCC)(=O)C, predict the reaction product.